Predict the reaction yield, written as a fraction of the theoretical maximum amount of product (1.0 means a 100% yield; for example, 0.34 means a 34% yield). From a dataset of Reaction yield outcomes from USPTO patents with 853,638 reactions. (1) The reactants are [H-].[Al+3].[Li+].[H-].[H-].[H-].[C:7]([N:15]1[CH2:28][CH2:27][C:26]2[C:25]3[CH:24]=[CH:23][CH:22]=[C:21]([C:29]4[CH:34]=[CH:33][CH:32]=[CH:31][CH:30]=4)[C:20]=3[NH:19][C:18]=2[CH2:17][CH2:16]1)(=O)[C:8]1[CH:13]=[CH:12][CH:11]=[CH:10][CH:9]=1.O.[OH-].[Na+]. The catalyst is O1CCCC1. The product is [CH2:7]([N:15]1[CH2:28][CH2:27][C:26]2[C:25]3[CH:24]=[CH:23][CH:22]=[C:21]([C:29]4[CH:34]=[CH:33][CH:32]=[CH:31][CH:30]=4)[C:20]=3[NH:19][C:18]=2[CH2:17][CH2:16]1)[C:8]1[CH:9]=[CH:10][CH:11]=[CH:12][CH:13]=1. The yield is 0.920. (2) The reactants are [CH:1]1([CH2:4][N:5]([CH:23]([C:26]2[CH:31]=[CH:30][CH:29]=[CH:28][CH:27]=2)[CH:24]=[CH2:25])[C:6](=[O:22])[CH:7]([N:11]2[C:19](=[O:20])[C:18]3[C:13](=[CH:14][CH:15]=[CH:16][CH:17]=3)[C:12]2=[O:21])[CH2:8]C=C)[CH2:3][CH2:2]1.CS(C)=O. The catalyst is C1(C)C=CC=CC=1.Cl[Ru](=CC1C=CC=CC=1)([P](C1CCCCC1)(C1CCCCC1)C1CCCCC1)([P](C1CCCCC1)(C1CCCCC1)C1CCCCC1)Cl. The product is [CH:1]1([CH2:4][N:5]2[CH:23]([C:26]3[CH:27]=[CH:28][CH:29]=[CH:30][CH:31]=3)[CH:24]=[CH:25][CH2:8][CH:7]([N:11]3[C:19](=[O:20])[C:18]4[C:13](=[CH:14][CH:15]=[CH:16][CH:17]=4)[C:12]3=[O:21])[C:6]2=[O:22])[CH2:3][CH2:2]1. The yield is 0.660.